This data is from Full USPTO retrosynthesis dataset with 1.9M reactions from patents (1976-2016). The task is: Predict the reactants needed to synthesize the given product. (1) The reactants are: [CH2:1]([N:4]([C:43]([O:45][CH2:46][C:47]1[CH:52]=[CH:51][CH:50]=[CH:49][CH:48]=1)=[O:44])[C:5]1[C:10](=[O:11])[N:9]2[C@@H:12]([C:20](=[O:42])[NH:21][CH2:22][C:23]3[CH:28]=[CH:27][C:26]([C:29]([NH:31][C:32]([O:34][CH2:35][C:36]4[CH:41]=[CH:40][CH:39]=[CH:38][CH:37]=4)=[O:33])=[NH:30])=[CH:25][CH:24]=3)[CH2:13][C@:14]([CH2:16][C:17]([OH:19])=O)([CH3:15])[C:8]2=[N:7][CH:6]=1)[CH:2]=[CH2:3].[NH2:53][C:54]1[CH:59]=[CH:58][CH:57]=[CH:56][CH:55]=1. Given the product [CH2:46]([O:45][C:43](=[O:44])[N:4]([CH2:1][CH:2]=[CH2:3])[C:5]1[C:10](=[O:11])[N:9]2[C@@H:12]([C:20](=[O:42])[NH:21][CH2:22][C:23]3[CH:24]=[CH:25][C:26]([C:29]([NH:31][C:32]([O:34][CH2:35][C:36]4[CH:37]=[CH:38][CH:39]=[CH:40][CH:41]=4)=[O:33])=[NH:30])=[CH:27][CH:28]=3)[CH2:13][C@@:14]([CH3:15])([CH2:16][C:17](=[O:19])[NH:53][C:54]3[CH:59]=[CH:58][CH:57]=[CH:56][CH:55]=3)[C:8]2=[N:7][CH:6]=1)[C:47]1[CH:48]=[CH:49][CH:50]=[CH:51][CH:52]=1, predict the reactants needed to synthesize it. (2) Given the product [CH3:25][S:26]([OH:29])(=[O:28])=[O:27].[NH2:1][C:2]1[S:3]/[C:4](=[CH:8]\[C:9]2[CH:10]=[C:11]3[C:16](=[CH:17][CH:18]=2)[N:15]=[CH:14][C:13]([C:19]#[N:20])=[C:12]3[CH2:21][CH:22]([CH3:24])[CH3:23])/[C:5](=[O:7])[N:6]=1, predict the reactants needed to synthesize it. The reactants are: [NH2:1][C:2]1[S:3]/[C:4](=[CH:8]\[C:9]2[CH:10]=[C:11]3[C:16](=[CH:17][CH:18]=2)[N:15]=[CH:14][C:13]([C:19]#[N:20])=[C:12]3[CH2:21][CH:22]([CH3:24])[CH3:23])/[C:5](=[O:7])[N:6]=1.[CH3:25][S:26]([OH:29])(=[O:28])=[O:27]. (3) Given the product [N:21]1([C:26]2[CH:27]=[C:28]([CH:31]=[CH:32][CH:33]=2)[CH2:29][N:1]2[CH:2]([C:11]3[C:16]([O:17][CH3:18])=[CH:15][CH:14]=[CH:13][C:12]=3[O:19][CH3:20])[CH2:3][CH2:4][CH2:5][CH2:6][C:7]2=[O:9])[CH:25]=[CH:24][CH:23]=[N:22]1, predict the reactants needed to synthesize it. The reactants are: [NH2:1][CH:2]([C:11]1[C:16]([O:17][CH3:18])=[CH:15][CH:14]=[CH:13][C:12]=1[O:19][CH3:20])[CH2:3][CH2:4][CH2:5][CH2:6][C:7]([O:9]C)=O.[N:21]1([C:26]2[CH:27]=[C:28]([CH:31]=[CH:32][CH:33]=2)[CH:29]=O)[CH:25]=[CH:24][CH:23]=[N:22]1. (4) Given the product [CH3:1][C:2]1[CH:3]=[CH:4][C:5]([CH2:6][CH:7]2[CH2:8][CH2:9][N:10]([C:13](=[O:17])[C:14]([NH:20][C:21]3[CH:30]=[CH:29][C:24]4[NH:25][C:26](=[O:28])[NH:27][C:23]=4[CH:22]=3)=[O:16])[CH2:11][CH2:12]2)=[CH:18][CH:19]=1, predict the reactants needed to synthesize it. The reactants are: [CH3:1][C:2]1[CH:19]=[CH:18][C:5]([CH2:6][CH:7]2[CH2:12][CH2:11][N:10]([C:13](=[O:17])[C:14]([OH:16])=O)[CH2:9][CH2:8]2)=[CH:4][CH:3]=1.[NH2:20][C:21]1[CH:30]=[CH:29][C:24]2[NH:25][C:26](=[O:28])[NH:27][C:23]=2[CH:22]=1. (5) Given the product [CH2:1]([N:4]1[C:10]2[C:11]([NH:15][C:18]3[N:23]=[C:22]([NH:24][C:25]4[CH:34]=[CH:33][CH:32]=[CH:31][C:26]=4[C:27]([NH:29][CH3:30])=[O:28])[C:21]([Cl:35])=[CH:20][N:19]=3)=[CH:12][CH:13]=[CH:14][C:9]=2[C:8](=[O:16])[NH:7][CH2:6][CH2:5]1)[CH:2]=[CH2:3], predict the reactants needed to synthesize it. The reactants are: [CH2:1]([N:4]1[C:10]2[C:11]([NH2:15])=[CH:12][CH:13]=[CH:14][C:9]=2[C:8](=[O:16])[NH:7][CH2:6][CH2:5]1)[CH:2]=[CH2:3].Cl[C:18]1[N:23]=[C:22]([NH:24][C:25]2[CH:34]=[CH:33][CH:32]=[CH:31][C:26]=2[C:27]([NH:29][CH3:30])=[O:28])[C:21]([Cl:35])=[CH:20][N:19]=1.Cl. (6) Given the product [CH2:13]([O:16][C:3]([C:5]1[N:6]([CH2:20][CH3:21])[CH:7]=[C:8]([I:10])[CH:9]=1)=[O:4])[CH3:22], predict the reactants needed to synthesize it. The reactants are: ClC(Cl)(Cl)[C:3]([C:5]1[NH:6][CH:7]=[C:8]([I:10])[CH:9]=1)=[O:4].[C:13]([O-:16])([O-])=O.[Cs+].[Cs+].I[CH2:20][CH3:21].[CH3:22]N(C=O)C.